This data is from CYP2C9 inhibition data for predicting drug metabolism from PubChem BioAssay. The task is: Regression/Classification. Given a drug SMILES string, predict its absorption, distribution, metabolism, or excretion properties. Task type varies by dataset: regression for continuous measurements (e.g., permeability, clearance, half-life) or binary classification for categorical outcomes (e.g., BBB penetration, CYP inhibition). Dataset: cyp2c9_veith. (1) The drug is Cc1ccc(NC(=O)CCC(=O)NNC(=O)c2cccs2)c(C)c1. The result is 0 (non-inhibitor). (2) The drug is C[N+](C)(C)CC(=O)O. The result is 0 (non-inhibitor). (3) The compound is COc1ccc(S(=O)(=O)Nc2cc3c4c(oc3c3ccccc23)CC(C)(C)CC4=O)cc1. The result is 1 (inhibitor). (4) The compound is COc1ccccc1Cn1nnc2c(=O)[nH]c(C3CCN(C(=O)c4ccc(C)cc4)CC3)nc21. The result is 1 (inhibitor). (5) The drug is CCNC(=O)CSc1nnc(C2CC2)n1-c1ccccc1. The result is 0 (non-inhibitor). (6) The compound is COCCNc1ccnc(-c2c(C)noc2C)n1. The result is 0 (non-inhibitor).